Predict which catalyst facilitates the given reaction. From a dataset of Catalyst prediction with 721,799 reactions and 888 catalyst types from USPTO. (1) Reactant: CC1(C)[O:9][C:8](=[O:10])[C:5]2([CH2:7][CH2:6]2)[C:4](=[O:11])O1.[NH2:13][C:14]1[CH:19]=[CH:18][CH:17]=[C:16]([CH3:20])[CH:15]=1. Product: [O:11]=[C:4]1[CH:5]([C:8]([OH:9])=[O:10])[CH2:7][CH2:6][N:13]1[C:14]1[CH:15]=[C:16]([CH3:20])[CH:17]=[CH:18][CH:19]=1. The catalyst class is: 8. (2) Reactant: Br[C:2]1[CH:7]=[CH:6][C:5]([N+:8]([O-:10])=[O:9])=[CH:4][N:3]=1.[C:11]([O:15][C:16]([N:18]1[CH2:23][CH2:22][NH:21][CH2:20][CH2:19]1)=[O:17])([CH3:14])([CH3:13])[CH3:12].C(N(CC)CC)C. Product: [N+:8]([C:5]1[CH:6]=[CH:7][C:2]([N:21]2[CH2:20][CH2:19][N:18]([C:16]([O:15][C:11]([CH3:14])([CH3:13])[CH3:12])=[O:17])[CH2:23][CH2:22]2)=[N:3][CH:4]=1)([O-:10])=[O:9]. The catalyst class is: 10. (3) Reactant: C(O[C:4](=[O:21])[C:5]([C:16]([O:18][CH2:19][CH3:20])=[O:17])=[C:6]([C:12]([O:14][CH3:15])=[O:13])[CH:7]=[CH:8][N:9]([CH3:11])C)C.C(N)[C:23]1[CH:28]=[CH:27][CH:26]=[CH:25][CH:24]=1. Product: [CH3:15][O:14][C:12]([C:6]1[CH:7]=[CH:8][N:9]([CH2:11][C:23]2[CH:28]=[CH:27][CH:26]=[CH:25][CH:24]=2)[C:4](=[O:21])[C:5]=1[C:16]([O:18][CH2:19][CH3:20])=[O:17])=[O:13]. The catalyst class is: 5. (4) Reactant: Cl.[CH:2]1([N:5]([CH:19]2[CH2:24][CH2:23][NH:22][CH2:21][CH2:20]2)[C:6](=[O:18])[C:7]2[CH:12]=[CH:11][C:10]([C:13]3[O:17][CH:16]=[N:15][CH:14]=3)=[CH:9][CH:8]=2)[CH2:4][CH2:3]1.Cl[C:26]1[CH:31]=[CH:30][C:29]([Cl:32])=[CH:28][N:27]=1. Product: [Cl:32][C:29]1[CH:30]=[CH:31][C:26]([N:22]2[CH2:23][CH2:24][CH:19]([N:5]([CH:2]3[CH2:4][CH2:3]3)[C:6](=[O:18])[C:7]3[CH:8]=[CH:9][C:10]([C:13]4[O:17][CH:16]=[N:15][CH:14]=4)=[CH:11][CH:12]=3)[CH2:20][CH2:21]2)=[N:27][CH:28]=1. The catalyst class is: 60. (5) Reactant: Cl[C:2]1[N:10]=[C:9]([Cl:11])[CH:8]=[CH:7][C:3]=1[C:4]([OH:6])=[O:5].[CH2:12]([NH2:14])[CH3:13]. Product: [Cl:11][C:9]1[N:10]=[C:2]([NH:14][CH2:12][CH3:13])[C:3]([C:4]([OH:6])=[O:5])=[CH:7][CH:8]=1. The catalyst class is: 6. (6) Reactant: [CH3:1][C:2]1[C:10]([C:11]2[S:12][C:13]([C:24]([O:26][CH3:27])=[O:25])=[C:14](OS(C(F)(F)F)(=O)=O)[N:15]=2)=[C:5]2[CH:6]=[CH:7][CH:8]=[CH:9][N:4]2[N:3]=1.[F:28][C:29]1[CH:34]=[CH:33][CH:32]=[C:31]([F:35])[C:30]=1B(O)O.C(=O)([O-])[O-].[Cs+].[Cs+].O. Product: [F:28][C:29]1[CH:34]=[CH:33][CH:32]=[C:31]([F:35])[C:30]=1[C:14]1[N:15]=[C:11]([C:10]2[C:2]([CH3:1])=[N:3][N:4]3[CH:9]=[CH:8][CH:7]=[CH:6][C:5]=23)[S:12][C:13]=1[C:24]([O:26][CH3:27])=[O:25]. The catalyst class is: 57. (7) Reactant: F[B-](F)(F)F.[O:6]=[N+:7]=[O:8].[C:9]1([C:15]2[C:23]3[C:22]([NH:24][CH2:25][CH:26]([CH3:28])[CH3:27])=[N:21][CH:20]=[N:19][C:18]=3[O:17][C:16]=2[C:29]2[CH:34]=[CH:33][CH:32]=[CH:31][CH:30]=2)[CH:14]=[CH:13][CH:12]=[CH:11][CH:10]=1.O. Product: [CH2:25]([NH:24][C:22]1[C:23]2[C:15]([C:9]3[CH:10]=[CH:11][CH:12]=[CH:13][CH:14]=3)=[C:16]([C:29]3[CH:34]=[CH:33][C:32]([N+:7]([O-:8])=[O:6])=[CH:31][CH:30]=3)[O:17][C:18]=2[N:19]=[CH:20][N:21]=1)[CH:26]([CH3:28])[CH3:27]. The catalyst class is: 4. (8) Reactant: [Cl:1][C:2]1[CH:3]=[C:4]([C:8]([OH:10])=O)[NH:5][C:6]=1[CH3:7].Cl.CN(C)CCCN=C=NCC.CN1CCOCC1.ON1C2C=CC=CC=2N=N1.[CH2:40]([N:47]1[CH2:52][CH2:51][CH:50]([NH:53][CH2:54][CH:55]2[O:59][CH2:58][CH2:57][O:56]2)[CH2:49][CH2:48]1)[C:41]1[CH:46]=[CH:45][CH:44]=[CH:43][CH:42]=1. Product: [CH2:40]([N:47]1[CH2:48][CH2:49][CH:50]([N:53]([CH2:54][CH:55]2[O:56][CH2:57][CH2:58][O:59]2)[C:8]([C:4]2[NH:5][C:6]([CH3:7])=[C:2]([Cl:1])[CH:3]=2)=[O:10])[CH2:51][CH2:52]1)[C:41]1[CH:46]=[CH:45][CH:44]=[CH:43][CH:42]=1. The catalyst class is: 4. (9) Reactant: [OH-].[Na+].[OH:3][CH:4]([C:6]1[CH:7]=[C:8]([C:24]([O:26]C)=[O:25])[CH:9]=[C:10]2[C:15]=1[O:14][C:13]([N:16]1[CH2:21][CH2:20][O:19][C@H:18]([CH3:22])[CH2:17]1)=[CH:12][C:11]2=[O:23])[CH3:5].O.Cl. Product: [OH:3][CH:4]([C:6]1[CH:7]=[C:8]([C:24]([OH:26])=[O:25])[CH:9]=[C:10]2[C:15]=1[O:14][C:13]([N:16]1[CH2:21][CH2:20][O:19][C@H:18]([CH3:22])[CH2:17]1)=[CH:12][C:11]2=[O:23])[CH3:5]. The catalyst class is: 5.